From a dataset of NCI-60 drug combinations with 297,098 pairs across 59 cell lines. Regression. Given two drug SMILES strings and cell line genomic features, predict the synergy score measuring deviation from expected non-interaction effect. (1) Drug 1: CC1=C2C(C(=O)C3(C(CC4C(C3C(C(C2(C)C)(CC1OC(=O)C(C(C5=CC=CC=C5)NC(=O)OC(C)(C)C)O)O)OC(=O)C6=CC=CC=C6)(CO4)OC(=O)C)OC)C)OC. Drug 2: CC1=CC2C(CCC3(C2CCC3(C(=O)C)OC(=O)C)C)C4(C1=CC(=O)CC4)C. Cell line: SR. Synergy scores: CSS=91.7, Synergy_ZIP=7.08, Synergy_Bliss=6.21, Synergy_Loewe=-28.0, Synergy_HSA=6.15. (2) Drug 1: C1=NC2=C(N=C(N=C2N1C3C(C(C(O3)CO)O)O)F)N. Drug 2: CC1CCCC2(C(O2)CC(NC(=O)CC(C(C(=O)C(C1O)C)(C)C)O)C(=CC3=CSC(=N3)C)C)C. Cell line: SK-MEL-28. Synergy scores: CSS=31.4, Synergy_ZIP=-4.72, Synergy_Bliss=-2.53, Synergy_Loewe=-11.6, Synergy_HSA=-0.0846. (3) Drug 1: C1CN1P(=S)(N2CC2)N3CC3. Drug 2: CC1=C(C(=CC=C1)Cl)NC(=O)C2=CN=C(S2)NC3=CC(=NC(=N3)C)N4CCN(CC4)CCO. Cell line: OVCAR-8. Synergy scores: CSS=10.2, Synergy_ZIP=-5.18, Synergy_Bliss=-0.227, Synergy_Loewe=-1.01, Synergy_HSA=-0.0136. (4) Drug 1: COC1=C(C=C2C(=C1)N=CN=C2NC3=CC(=C(C=C3)F)Cl)OCCCN4CCOCC4. Drug 2: CC(CN1CC(=O)NC(=O)C1)N2CC(=O)NC(=O)C2. Cell line: SNB-19. Synergy scores: CSS=25.4, Synergy_ZIP=-1.91, Synergy_Bliss=2.73, Synergy_Loewe=4.95, Synergy_HSA=5.37.